This data is from Full USPTO retrosynthesis dataset with 1.9M reactions from patents (1976-2016). The task is: Predict the reactants needed to synthesize the given product. (1) Given the product [Br:1][C:2]1[CH:7]=[CH:6][C:5]([C:8]2[N:33]([CH3:32])[C:35]3[C:40]([C:9]=2[CH2:10][CH2:11][CH2:12][N:13]2[CH2:18][CH2:17][CH:16]([C:19]4[CH:20]=[C:21]([NH:25][C:26](=[O:30])[CH:27]([CH3:29])[CH3:28])[CH:22]=[CH:23][CH:24]=4)[CH2:15][CH2:14]2)=[CH:39][CH:38]=[CH:37][CH:36]=3)=[CH:4][CH:3]=1, predict the reactants needed to synthesize it. The reactants are: [Br:1][C:2]1[CH:7]=[CH:6][C:5]([C:8](=O)[CH2:9][CH2:10][CH2:11][CH2:12][N:13]2[CH2:18][CH2:17][CH:16]([C:19]3[CH:20]=[C:21]([NH:25][C:26](=[O:30])[CH:27]([CH3:29])[CH3:28])[CH:22]=[CH:23][CH:24]=3)[CH2:15][CH2:14]2)=[CH:4][CH:3]=1.[CH3:32][N:33]([C:35]1[CH:40]=[CH:39][CH:38]=[CH:37][CH:36]=1)N. (2) Given the product [CH3:11][CH:12]([C:13]1[O:14][CH:5]=[N:4][C:6]=1[C:7]([O:9][CH3:10])=[O:8])[CH3:16], predict the reactants needed to synthesize it. The reactants are: C[O-].[Na+].[N+:4]([CH2:6][C:7]([O:9][CH3:10])=[O:8])#[C-:5].[CH3:11][CH:12]([CH3:16])[C:13](Cl)=[O:14]. (3) Given the product [CH3:1][O:2][C:3]1[CH:4]=[CH:5][C:6]([C:9]2([CH3:17])[NH:14][CH:13]([CH2:15][NH2:16])[CH2:12][O:11][CH2:10]2)=[CH:7][CH:8]=1, predict the reactants needed to synthesize it. The reactants are: [CH3:1][O:2][C:3]1[CH:8]=[CH:7][C:6]([C:9]2([CH3:17])[NH:14][CH:13]([C:15]#[N:16])[CH2:12][O:11][CH2:10]2)=[CH:5][CH:4]=1.[H-].[Al+3].[Li+].[H-].[H-].[H-]. (4) Given the product [CH:33]1([NH:32][C:30]([NH:29][C:26]2[CH:27]=[CH:28][C:23]([O:22][C:19]3[CH:18]=[CH:17][N:16]=[C:15]4[CH:14]=[C:13]([C:10]5[CH:9]=[CH:8][C:7]([CH:2]=[O:1])=[CH:12][N:11]=5)[S:21][C:20]=34)=[C:24]([F:36])[CH:25]=2)=[O:31])[CH2:34][CH2:35]1, predict the reactants needed to synthesize it. The reactants are: [O:1]1CCCO[CH:2]1[C:7]1[CH:8]=[CH:9][C:10]([C:13]2[S:21][C:20]3[C:15](=[N:16][CH:17]=[CH:18][C:19]=3[O:22][C:23]3[CH:28]=[CH:27][C:26]([NH:29][C:30]([NH:32][CH:33]4[CH2:35][CH2:34]4)=[O:31])=[CH:25][C:24]=3[F:36])[CH:14]=2)=[N:11][CH:12]=1.